Dataset: Full USPTO retrosynthesis dataset with 1.9M reactions from patents (1976-2016). Task: Predict the reactants needed to synthesize the given product. (1) Given the product [Cl:14][C:13]1[C:3]2[CH2:2][N:29]([CH:27]([C:24]3[CH:25]=[N:26][C:21]([O:20][C:19]4[CH:31]=[CH:32][CH:33]=[C:17]([F:16])[CH:18]=4)=[C:22]([CH3:30])[CH:23]=3)[CH3:28])[C:5](=[O:7])[C:4]=2[CH:10]=[CH:11][N:12]=1, predict the reactants needed to synthesize it. The reactants are: Br[CH2:2][C:3]1[C:13]([Cl:14])=[N:12][CH:11]=[CH:10][C:4]=1[C:5]([O:7]CC)=O.Cl.[F:16][C:17]1[CH:18]=[C:19]([CH:31]=[CH:32][CH:33]=1)[O:20][C:21]1[N:26]=[CH:25][C:24]([CH:27]([NH2:29])[CH3:28])=[CH:23][C:22]=1[CH3:30]. (2) Given the product [NH:13]([CH2:12][C:3]1[C:2]([CH3:1])=[C:7]([C:6]([CH3:10])=[CH:5][C:4]=1[CH3:11])[CH2:8][NH:9][C:34]([NH2:36])=[NH:35])[C:44]([NH2:40])=[NH:47], predict the reactants needed to synthesize it. The reactants are: [CH3:1][C:2]1[C:7]([CH2:8][NH2:9])=[C:6]([CH3:10])[CH:5]=[C:4]([CH3:11])[C:3]=1[CH2:12][NH2:13].S(C1C=CC(C)=CC=1)([O-])(=O)=O.N1([C:34]([NH2:36])=[NH2+:35])C2C=CC=CC=2N=N1.C([N:40]([CH2:44]C)C(C)C)(C)C.C[N:47](C)C=O. (3) Given the product [ClH:1].[ClH:1].[CH3:46][O:45][C:43]1[CH:44]=[C:39](/[CH:38]=[CH:37]/[CH:36]=[CH:35]/[C:34]([N:31]2[CH2:32][CH2:33][N:28]([CH2:27][CH2:26][N:23]3[CH2:22][CH2:21][N:20]([C:18](=[O:19])/[CH:17]=[CH:16]/[CH:15]=[CH:14]/[C:6]4[CH:7]=[C:8]([O:12][CH3:13])[C:9]([O:10][CH3:11])=[C:4]([O:3][CH3:2])[CH:5]=4)[CH2:25][CH2:24]3)[CH2:29][CH2:30]2)=[O:51])[CH:40]=[C:41]([O:49][CH3:50])[C:42]=1[O:47][CH3:48], predict the reactants needed to synthesize it. The reactants are: [ClH:1].[CH3:2][O:3][C:4]1[CH:5]=[C:6](/[CH:14]=[CH:15]/[CH:16]=[CH:17]/[C:18]([N:20]2[CH2:25][CH2:24][N:23]([CH2:26][CH2:27][N:28]3[CH2:33][CH2:32][N:31]([C:34](=[O:51])/[CH:35]=[CH:36]/[CH:37]=[CH:38]/[C:39]4[CH:44]=[C:43]([O:45][CH3:46])[C:42]([O:47][CH3:48])=[C:41]([O:49][CH3:50])[CH:40]=4)[CH2:30][CH2:29]3)[CH2:22][CH2:21]2)=[O:19])[CH:7]=[C:8]([O:12][CH3:13])[C:9]=1[O:10][CH3:11].